From a dataset of Forward reaction prediction with 1.9M reactions from USPTO patents (1976-2016). Predict the product of the given reaction. (1) Given the reactants [Br:1][C:2]1[CH:8]=[C:7]([CH2:9][OH:10])[CH:6]=[CH:5][C:3]=1[NH2:4].[C:11]1([CH2:17][CH2:18][CH2:19][CH2:20][C:21](O)=[O:22])[CH:16]=[CH:15][CH:14]=[CH:13][CH:12]=1.CCN(C(C)C)C(C)C.CN(C(ON1N=NC2C=CC=NC1=2)=[N+](C)C)C.F[P-](F)(F)(F)(F)F, predict the reaction product. The product is: [Br:1][C:2]1[CH:8]=[C:7]([CH2:9][OH:10])[CH:6]=[CH:5][C:3]=1[NH:4][C:21](=[O:22])[CH2:20][CH2:19][CH2:18][CH2:17][C:11]1[CH:16]=[CH:15][CH:14]=[CH:13][CH:12]=1. (2) Given the reactants [NH:1]1[C:9]2[C:4](=[CH:5][C:6]([C:10]([O:12][CH3:13])=[O:11])=[CH:7][CH:8]=2)[CH:3]=[CH:2]1.[H-].[Na+].I[CH3:17], predict the reaction product. The product is: [CH3:13][O:12][C:10]([C:6]1[CH:5]=[C:4]2[C:9](=[CH:8][CH:7]=1)[N:1]([CH3:17])[CH:2]=[CH:3]2)=[O:11]. (3) Given the reactants [CH3:1][O:2][CH2:3][C@H:4]([CH3:40])[O:5][C:6]1[CH:7]=[C:8]([C:23]2[N:24](C(OC(C)(C)C)=O)[C:25]([C:28]3[S:29][CH:30]=[CH:31][N:32]=3)=[CH:26][CH:27]=2)[CH:9]=[C:10]([O:12][C:13]2[CH:18]=[CH:17][C:16]([S:19]([CH3:22])(=[O:21])=[O:20])=[CH:15][CH:14]=2)[CH:11]=1.FC(F)(F)C(O)=O, predict the reaction product. The product is: [CH3:1][O:2][CH2:3][C@H:4]([CH3:40])[O:5][C:6]1[CH:7]=[C:8]([C:23]2[NH:24][C:25]([C:28]3[S:29][CH:30]=[CH:31][N:32]=3)=[CH:26][CH:27]=2)[CH:9]=[C:10]([O:12][C:13]2[CH:18]=[CH:17][C:16]([S:19]([CH3:22])(=[O:20])=[O:21])=[CH:15][CH:14]=2)[CH:11]=1. (4) Given the reactants Br[C:2]1[C:6]([C:7]2[CH:12]=[CH:11][CH:10]=[CH:9][N:8]=2)=[N:5][N:4]2[CH2:13][CH2:14][CH2:15][C:3]=12.[O:16]1[CH2:22][CH2:21][CH2:20][O:19][C:18]2[CH:23]=[C:24](B(O)O)[CH:25]=[CH:26][C:17]1=2.C(=O)([O-])[O-].[K+].[K+], predict the reaction product. The product is: [O:16]1[CH2:22][CH2:21][CH2:20][O:19][C:18]2[CH:23]=[C:24]([C:2]3[C:6]([C:7]4[CH:12]=[CH:11][CH:10]=[CH:9][N:8]=4)=[N:5][N:4]4[CH2:13][CH2:14][CH2:15][C:3]=34)[CH:25]=[CH:26][C:17]1=2. (5) Given the reactants [Li]CCCC.[CH2:6]([O:8][CH2:9][CH2:10][O:11][C:12]1[CH:17]=[CH:16][C:15]([CH2:18][CH2:19][Ge:20]([C:23]2[S:24][CH:25]=[C:26]([CH2:28][CH2:29][CH2:30][CH2:31][CH2:32][CH3:33])[CH:27]=2)([CH3:22])[CH3:21])=[CH:14][CH:13]=1)[CH3:7].[I:34]CCI, predict the reaction product. The product is: [CH2:6]([O:8][CH2:9][CH2:10][O:11][C:12]1[CH:13]=[CH:14][C:15]([CH2:18][CH2:19][Ge:20]([C:23]2[S:24][C:25]([I:34])=[C:26]([CH2:28][CH2:29][CH2:30][CH2:31][CH2:32][CH3:33])[CH:27]=2)([CH3:21])[CH3:22])=[CH:16][CH:17]=1)[CH3:7].